This data is from Reaction yield outcomes from USPTO patents with 853,638 reactions. The task is: Predict the reaction yield, written as a fraction of the theoretical maximum amount of product (1.0 means a 100% yield; for example, 0.34 means a 34% yield). (1) The reactants are [CH3:1][O:2][C:3]1[CH:4]=[C:5]([CH:9]=[CH:10][CH:11]=1)[C:6]([OH:8])=O.[NH:12]1[CH2:16][CH2:15][CH2:14][CH2:13]1.CN(C(ON1N=NC2C=CC=NC1=2)=[N+](C)C)C.F[P-](F)(F)(F)(F)F.CCN(C(C)C)C(C)C. The catalyst is CN(C=O)C.O. The product is [CH3:1][O:2][C:3]1[CH:4]=[C:5]([C:6]([N:12]2[CH2:16][CH2:15][CH2:14][CH2:13]2)=[O:8])[CH:9]=[CH:10][CH:11]=1. The yield is 1.00. (2) The yield is 0.420. The catalyst is CN(C=O)C. The product is [C:1]([O:4][CH2:5][CH2:6][C:7]1[CH:12]=[CH:11][C:10]([N:13]2[C:17]3[CH:18]=[C:19]([Cl:26])[C:20]([C:22]([F:23])([F:25])[F:24])=[CH:21][C:16]=3[N:15]=[C:14]2[C:27]([N:31]=[N+:32]=[N-:33])([CH3:29])[CH3:28])=[CH:9][CH:8]=1)(=[O:3])[CH3:2]. The reactants are [C:1]([O:4][CH2:5][CH2:6][C:7]1[CH:12]=[CH:11][C:10]([N:13]2[C:17]3[CH:18]=[C:19]([Cl:26])[C:20]([C:22]([F:25])([F:24])[F:23])=[CH:21][C:16]=3[N:15]=[C:14]2[C:27](Cl)([CH3:29])[CH3:28])=[CH:9][CH:8]=1)(=[O:3])[CH3:2].[N-:31]=[N+:32]=[N-:33].[Na+].O.